The task is: Predict the reaction yield, written as a fraction of the theoretical maximum amount of product (1.0 means a 100% yield; for example, 0.34 means a 34% yield).. This data is from Reaction yield outcomes from USPTO patents with 853,638 reactions. (1) The reactants are Cl.[N:2]1([CH2:7][C:8]([OH:10])=O)[CH:6]=[N:5][CH:4]=[N:3]1.[CH2:11]([C@H:18]1[CH2:22][NH:21][C@H:20]([C:23]([NH:25][C:26]2[CH:31]=[CH:30][C:29]([O:32][C:33]3[CH:38]=[CH:37][C:36]([F:39])=[CH:35][CH:34]=3)=[CH:28][CH:27]=2)=[O:24])[CH2:19]1)[C:12]1[CH:17]=[CH:16][CH:15]=[CH:14][CH:13]=1. No catalyst specified. The product is [N:2]1([CH2:7][C:8]([N:21]2[CH2:22][C@H:18]([CH2:11][C:12]3[CH:17]=[CH:16][CH:15]=[CH:14][CH:13]=3)[CH2:19][C@H:20]2[C:23]([NH:25][C:26]2[CH:31]=[CH:30][C:29]([O:32][C:33]3[CH:38]=[CH:37][C:36]([F:39])=[CH:35][CH:34]=3)=[CH:28][CH:27]=2)=[O:24])=[O:10])[CH:6]=[N:5][CH:4]=[N:3]1. The yield is 0.700. (2) The reactants are [Cl:1][C:2]1[CH:7]=[C:6](I)[CH:5]=[CH:4][N:3]=1.C([Mg]Cl)(C)C.[Cl-].[Li+].[Cl:16][C:17]1[CH:22]=[CH:21][C:20]([O:23][CH3:24])=[CH:19][C:18]=1[CH:25]([CH3:28])[CH:26]=[O:27].O. The catalyst is C1COCC1. The product is [Cl:16][C:17]1[CH:22]=[CH:21][C:20]([O:23][CH3:24])=[CH:19][C:18]=1[CH:25]([CH3:28])[CH:26]([C:6]1[CH:5]=[CH:4][N:3]=[C:2]([Cl:1])[CH:7]=1)[OH:27]. The yield is 0.660. (3) The reactants are C(O)(=O)C.C([Si](C)(C)[O:10][C:11]1[CH:20]=[C:19]2[C:14]([CH2:15][CH2:16][CH2:17][C:18]2(O)[C:21]2[CH:26]=[C:25]([O:27][CH3:28])[C:24]([O:29][CH3:30])=[C:23]([O:31][CH3:32])[CH:22]=2)=[CH:13][C:12]=1[O:34][CH3:35])(C)(C)C.C([O-])(O)=O.[Na+]. The catalyst is O. The product is [OH:10][C:11]1[CH:20]=[C:19]2[C:14]([CH2:15][CH2:16][CH:17]=[C:18]2[C:21]2[CH:26]=[C:25]([O:27][CH3:28])[C:24]([O:29][CH3:30])=[C:23]([O:31][CH3:32])[CH:22]=2)=[CH:13][C:12]=1[O:34][CH3:35]. The yield is 0.860. (4) The yield is 0.0900. The product is [F:10][C:9]([F:12])([F:11])[C:25]([OH:24])=[O:31].[F:1][C:2]1[CH:3]=[C:4]([NH:5][C:22]([NH:52][C@H:49]2[CH2:48][C@H:47]3[C@:43]([C:37]4[CH:38]=[CH:39][C:40]([O:41][CH3:42])=[C:35]([O:34][CH3:33])[CH:36]=4)([CH2:44][CH2:45][N:46]3[CH3:53])[CH2:51][CH2:50]2)=[O:24])[CH:6]=[C:7]([F:13])[C:8]=1[C:9]([F:10])([F:11])[F:12]. The reactants are [F:1][C:2]1[CH:3]=[C:4]([CH:6]=[C:7]([F:13])[C:8]=1[C:9]([F:12])([F:11])[F:10])[NH2:5].C(N(CC)CC)C.Cl[C:22](Cl)([O:24][C:25](=[O:31])OC(Cl)(Cl)Cl)Cl.[CH3:33][O:34][C:35]1[CH:36]=[C:37]([C@@:43]23[CH2:51][CH2:50][C@@H:49]([NH2:52])[CH2:48][C@@H:47]2[N:46]([CH3:53])[CH2:45][CH2:44]3)[CH:38]=[CH:39][C:40]=1[O:41][CH3:42]. The catalyst is C(Cl)Cl. (5) The reactants are [CH:1]([O:4][C:5]([N:7]1[CH2:13][CH2:12][CH2:11][C:10](=O)[C:9]2[C:15]([F:19])=[CH:16][CH:17]=[CH:18][C:8]1=2)=[O:6])([CH3:3])[CH3:2].[F:20][C:21]([F:35])([F:34])[C:22]1[CH:23]=[C:24]([CH:27]=[C:28]([C:30]([F:33])([F:32])[F:31])[CH:29]=1)[CH2:25][NH2:26]. The catalyst is CC(C)[O-].[Ti+4].CC(C)[O-].CC(C)[O-].CC(C)[O-]. The product is [CH:1]([O:4][C:5]([N:7]1[CH2:13][CH2:12][CH:11]=[C:10]([NH:26][CH2:25][C:24]2[CH:27]=[C:28]([C:30]([F:31])([F:32])[F:33])[CH:29]=[C:22]([C:21]([F:20])([F:34])[F:35])[CH:23]=2)[C:9]2[C:15]([F:19])=[CH:16][CH:17]=[CH:18][C:8]1=2)=[O:6])([CH3:3])[CH3:2]. The yield is 0.770. (6) The reactants are [H-].[Na+].[CH:3]1[C:8]2[C:9](=[O:18])[NH:10][C:11]3[CH:17]=[CH:16][CH:15]=[CH:14][C:12]=3[O:13][C:7]=2[CH:6]=[CH:5][CH:4]=1.[Br:19][CH2:20][CH2:21][CH2:22][CH2:23][CH:24](Br)C. The catalyst is CN(C=O)C. The product is [Br:19][CH2:20][CH2:21][CH2:22][CH2:23][CH2:24][N:10]1[C:9](=[O:18])[C:8]2[CH:3]=[CH:4][CH:5]=[CH:6][C:7]=2[O:13][C:12]2[CH:14]=[CH:15][CH:16]=[CH:17][C:11]1=2. The yield is 0.790. (7) The reactants are [F:1][C:2]1[C:7]([F:8])=[CH:6][CH:5]=[CH:4][C:3]=1[CH:9]1[CH2:14][C:13](=[O:15])[NH:12][C:11]([CH3:16])=[C:10]1[C:17]([OH:19])=O.CN(C=O)C.C(Cl)(=O)C(Cl)=O.[NH:31]1[C:39]2[C:34](=[CH:35][C:36]([NH2:40])=[CH:37][CH:38]=2)[CH:33]=[N:32]1. The catalyst is C(Cl)Cl.N1C=CC=CC=1.CCOC(C)=O. The product is [F:1][C:2]1[C:7]([F:8])=[CH:6][CH:5]=[CH:4][C:3]=1[CH:9]1[CH2:14][C:13](=[O:15])[NH:12][C:11]([CH3:16])=[C:10]1[C:17]([NH:40][C:36]1[CH:35]=[C:34]2[C:39](=[CH:38][CH:37]=1)[NH:31][N:32]=[CH:33]2)=[O:19]. The yield is 0.490. (8) The reactants are [CH3:1][O:2][C:3]1[CH:4]=[C:5]([CH:7]=[CH:8][C:9]=1[C:10]1[O:14][N:13]=[C:12]([CH3:15])[CH:11]=1)[NH2:6].[C:16](N1C=CC=CC1=O)(N1C=CC=CC1=O)=[S:17]. The catalyst is ClCCl. The product is [N:6]([C:5]1[CH:7]=[CH:8][C:9]([C:10]2[O:14][N:13]=[C:12]([CH3:15])[CH:11]=2)=[C:3]([O:2][CH3:1])[CH:4]=1)=[C:16]=[S:17]. The yield is 0.840. (9) The reactants are [C:1]1(=[O:11])[C:10]2[C:5](=[CH:6][CH:7]=[N:8][CH:9]=2)[CH:4]=[CH:3][NH:2]1.[N+:12]([O-])([OH:14])=[O:13]. The yield is 0.870. The catalyst is S(=O)(=O)(O)O. The product is [N+:12]([C:4]1[C:5]2[C:10](=[CH:9][N:8]=[CH:7][CH:6]=2)[C:1]([OH:11])=[N:2][CH:3]=1)([O-:14])=[O:13].